From a dataset of NCI-60 drug combinations with 297,098 pairs across 59 cell lines. Regression. Given two drug SMILES strings and cell line genomic features, predict the synergy score measuring deviation from expected non-interaction effect. (1) Drug 1: CCC1=CC2CC(C3=C(CN(C2)C1)C4=CC=CC=C4N3)(C5=C(C=C6C(=C5)C78CCN9C7C(C=CC9)(C(C(C8N6C)(C(=O)OC)O)OC(=O)C)CC)OC)C(=O)OC.C(C(C(=O)O)O)(C(=O)O)O. Drug 2: CC1C(C(CC(O1)OC2CC(CC3=C2C(=C4C(=C3O)C(=O)C5=C(C4=O)C(=CC=C5)OC)O)(C(=O)CO)O)N)O.Cl. Cell line: IGROV1. Synergy scores: CSS=38.3, Synergy_ZIP=1.83, Synergy_Bliss=2.15, Synergy_Loewe=3.00, Synergy_HSA=3.87. (2) Drug 1: C1=CC=C(C=C1)NC(=O)CCCCCCC(=O)NO. Drug 2: CCN(CC)CCCC(C)NC1=C2C=C(C=CC2=NC3=C1C=CC(=C3)Cl)OC. Cell line: BT-549. Synergy scores: CSS=12.2, Synergy_ZIP=-4.83, Synergy_Bliss=-3.57, Synergy_Loewe=-2.66, Synergy_HSA=-2.29. (3) Drug 1: CC1=C(C=C(C=C1)NC2=NC=CC(=N2)N(C)C3=CC4=NN(C(=C4C=C3)C)C)S(=O)(=O)N.Cl. Drug 2: C1=C(C(=O)NC(=O)N1)F. Cell line: SR. Synergy scores: CSS=36.7, Synergy_ZIP=-8.14, Synergy_Bliss=-16.5, Synergy_Loewe=-23.0, Synergy_HSA=-15.8. (4) Drug 1: C1=NC2=C(N=C(N=C2N1C3C(C(C(O3)CO)O)O)F)N. Drug 2: C1=CN(C=N1)CC(O)(P(=O)(O)O)P(=O)(O)O. Cell line: NCI-H322M. Synergy scores: CSS=0.115, Synergy_ZIP=2.51, Synergy_Bliss=3.27, Synergy_Loewe=-1.78, Synergy_HSA=-1.80. (5) Drug 1: COC1=NC(=NC2=C1N=CN2C3C(C(C(O3)CO)O)O)N. Drug 2: CC1=C(C(=O)C2=C(C1=O)N3CC4C(C3(C2COC(=O)N)OC)N4)N. Cell line: NCI-H522. Synergy scores: CSS=42.7, Synergy_ZIP=1.38, Synergy_Bliss=1.45, Synergy_Loewe=-56.0, Synergy_HSA=-3.52. (6) Drug 1: C1=CC(=CC=C1C#N)C(C2=CC=C(C=C2)C#N)N3C=NC=N3. Drug 2: CN1C(=O)N2C=NC(=C2N=N1)C(=O)N. Cell line: NCI-H522. Synergy scores: CSS=-2.74, Synergy_ZIP=2.16, Synergy_Bliss=1.86, Synergy_Loewe=-4.14, Synergy_HSA=-4.19.